This data is from Peptide-MHC class I binding affinity with 185,985 pairs from IEDB/IMGT. The task is: Regression. Given a peptide amino acid sequence and an MHC pseudo amino acid sequence, predict their binding affinity value. This is MHC class I binding data. (1) The binding affinity (normalized) is 0.0847. The peptide sequence is TTRAVNMEV. The MHC is HLA-A23:01 with pseudo-sequence HLA-A23:01. (2) The peptide sequence is YVVSRRGDL. The MHC is HLA-B48:01 with pseudo-sequence HLA-B48:01. The binding affinity (normalized) is 0.0847. (3) The peptide sequence is GPSPSHKSV. The MHC is HLA-B39:01 with pseudo-sequence HLA-B39:01. The binding affinity (normalized) is 0.0847. (4) The peptide sequence is IIELPYVGDT. The MHC is HLA-A68:02 with pseudo-sequence HLA-A68:02. The binding affinity (normalized) is 0. (5) The peptide sequence is EFKDFAAGR. The MHC is HLA-A33:01 with pseudo-sequence HLA-A33:01. The binding affinity (normalized) is 0.860. (6) The peptide sequence is EITGPIIMI. The MHC is HLA-B08:01 with pseudo-sequence HLA-B08:01. The binding affinity (normalized) is 0.0847. (7) The peptide sequence is LQPFLQPQL. The MHC is HLA-A68:02 with pseudo-sequence HLA-A68:02. The binding affinity (normalized) is 0.